Dataset: Peptide-MHC class I binding affinity with 185,985 pairs from IEDB/IMGT. Task: Regression. Given a peptide amino acid sequence and an MHC pseudo amino acid sequence, predict their binding affinity value. This is MHC class I binding data. (1) The peptide sequence is GRNSRFPDK. The MHC is HLA-B07:02 with pseudo-sequence HLA-B07:02. The binding affinity (normalized) is 0.0847. (2) The peptide sequence is KVCYVPHFK. The MHC is Mamu-B8301 with pseudo-sequence Mamu-B8301. The binding affinity (normalized) is 0.572. (3) The peptide sequence is ETVSLAGSY. The MHC is HLA-A30:02 with pseudo-sequence HLA-A30:02. The binding affinity (normalized) is 0.766. (4) The peptide sequence is FEEHLAPFMS. The MHC is HLA-B18:01 with pseudo-sequence HLA-B18:01. The binding affinity (normalized) is 0.249. (5) The peptide sequence is EVAESVMFM. The MHC is HLA-B48:01 with pseudo-sequence HLA-B48:01. The binding affinity (normalized) is 0.0847. (6) The peptide sequence is ITWIGMNSR. The MHC is HLA-A31:01 with pseudo-sequence HLA-A31:01. The binding affinity (normalized) is 0.776. (7) The peptide sequence is RRQRRRRWRRR. The MHC is Mamu-B03 with pseudo-sequence Mamu-B03. The binding affinity (normalized) is 0.467. (8) The peptide sequence is IPKRNRSIL. The MHC is HLA-A31:01 with pseudo-sequence HLA-A31:01. The binding affinity (normalized) is 0.0847.